Dataset: Reaction yield outcomes from USPTO patents with 853,638 reactions. Task: Predict the reaction yield, written as a fraction of the theoretical maximum amount of product (1.0 means a 100% yield; for example, 0.34 means a 34% yield). The reactants are [CH2:1]([O:3][C:4]1[CH:5]=[C:6]([CH:12]([NH2:18])[CH2:13][S:14]([CH3:17])(=[O:16])=[O:15])[CH:7]=[CH:8][C:9]=1[O:10][CH3:11])[CH3:2].[C:19]([NH:22][C@H:23]([C:28]([OH:30])=[O:29])[CH2:24][CH:25]([CH3:27])[CH3:26])(=[O:21])[CH3:20]. The catalyst is CO. The product is [C:19]([NH:22][C@H:23]([C:28]([OH:30])=[O:29])[CH2:24][CH:25]([CH3:26])[CH3:27])(=[O:21])[CH3:20].[CH2:1]([O:3][C:4]1[CH:5]=[C:6]([C@H:12]([NH2:18])[CH2:13][S:14]([CH3:17])(=[O:16])=[O:15])[CH:7]=[CH:8][C:9]=1[O:10][CH3:11])[CH3:2]. The yield is 0.900.